This data is from TCR-epitope binding with 47,182 pairs between 192 epitopes and 23,139 TCRs. The task is: Binary Classification. Given a T-cell receptor sequence (or CDR3 region) and an epitope sequence, predict whether binding occurs between them. (1) The epitope is LSDDAVVCFNSTY. The TCR CDR3 sequence is CATSDSRYFTDTQYF. Result: 0 (the TCR does not bind to the epitope). (2) Result: 0 (the TCR does not bind to the epitope). The TCR CDR3 sequence is CASTQPSLGYTF. The epitope is RIFTIGTVTLK.